This data is from Reaction yield outcomes from USPTO patents with 853,638 reactions. The task is: Predict the reaction yield, written as a fraction of the theoretical maximum amount of product (1.0 means a 100% yield; for example, 0.34 means a 34% yield). (1) The reactants are [Br:1][C:2]1[CH:30]=[CH:29][CH:28]=[CH:27][C:3]=1[CH2:4][C:5]1[O:6][C:7]([CH3:26])=[C:8]([CH3:25])[C:9]=1[C:10]([C:12]1[CH:17]=[CH:16][C:15]([O:18]C)=[C:14]([CH:20]2[CH2:24][CH2:23][CH2:22][CH2:21]2)[CH:13]=1)=[O:11].B(Br)(Br)Br.C(Cl)Cl. No catalyst specified. The product is [Br:1][C:2]1[CH:30]=[CH:29][CH:28]=[CH:27][C:3]=1[CH2:4][C:5]1[O:6][C:7]([CH3:26])=[C:8]([CH3:25])[C:9]=1[C:10]([C:12]1[CH:17]=[CH:16][C:15]([OH:18])=[C:14]([CH:20]2[CH2:24][CH2:23][CH2:22][CH2:21]2)[CH:13]=1)=[O:11]. The yield is 0.500. (2) The reactants are [NH2:1][C:2]1[N:7]2[C:8]3[N:22]=[CH:21][CH:20]=[CH:19][C:9]=3[C:10]([C:11]3[CH:16]=[CH:15][N:14]=[C:13]([S:17][CH3:18])[N:12]=3)=[C:6]2[CH:5]=[CH:4][N:3]=1.C(Cl)Cl.C([O-])([O-])=[O:27].[Na+].[Na+]. No catalyst specified. The product is [NH2:1][C:2]1[N:7]2[C:8]3[N:22]=[CH:21][CH:20]=[CH:19][C:9]=3[C:10]([C:11]3[CH:16]=[CH:15][N:14]=[C:13]([S:17]([CH3:18])=[O:27])[N:12]=3)=[C:6]2[CH:5]=[CH:4][N:3]=1. The yield is 0.900. (3) The reactants are [C:1]([O:5][C:6]([N:8]1[CH2:12][CH:11]([C:13]#[N:14])[CH2:10][CH:9]1[C:15]1[NH:16][C:17]([C:20]2[CH:25]=[CH:24][C:23](B3OC(C)(C)C(C)(C)O3)=[CH:22][CH:21]=2)=[CH:18][N:19]=1)=[O:7])([CH3:4])([CH3:3])[CH3:2].[CH3:35][O:36][C:37](=[O:68])[NH:38][CH:39]([C:43]([N:45]1[CH:51]([C:52]2[NH:53][C:54]([C:57]3[CH:66]=[CH:65][C:64]4[C:59](=[CH:60][CH:61]=[C:62](Br)[CH:63]=4)[CH:58]=3)=[CH:55][N:56]=2)[CH2:50][C:47]2([CH2:49][CH2:48]2)[CH2:46]1)=[O:44])[CH:40]([CH3:42])[CH3:41].C([O-])([O-])=O.[K+].[K+]. The catalyst is C1C=CC([P]([Pd]([P](C2C=CC=CC=2)(C2C=CC=CC=2)C2C=CC=CC=2)([P](C2C=CC=CC=2)(C2C=CC=CC=2)C2C=CC=CC=2)[P](C2C=CC=CC=2)(C2C=CC=CC=2)C2C=CC=CC=2)(C2C=CC=CC=2)C2C=CC=CC=2)=CC=1. The product is [C:1]([O:5][C:6]([N:8]1[CH2:12][CH:11]([C:13]#[N:14])[CH2:10][CH:9]1[C:15]1[NH:16][C:17]([C:20]2[CH:25]=[CH:24][C:23]([C:62]3[CH:61]=[CH:60][C:59]4[C:64](=[CH:65][CH:66]=[C:57]([C:54]5[NH:53][C:52]([CH:51]6[CH2:50][C:47]7([CH2:48][CH2:49]7)[CH2:46][N:45]6[C:43](=[O:44])[CH:39]([NH:38][C:37]([O:36][CH3:35])=[O:68])[CH:40]([CH3:42])[CH3:41])=[N:56][CH:55]=5)[CH:58]=4)[CH:63]=3)=[CH:22][CH:21]=2)=[CH:18][N:19]=1)=[O:7])([CH3:3])([CH3:4])[CH3:2]. The yield is 0.680.